The task is: Predict the reactants needed to synthesize the given product.. This data is from Full USPTO retrosynthesis dataset with 1.9M reactions from patents (1976-2016). (1) The reactants are: [CH3:1][C:2]([O:5][C:6]([NH:8][C@H:9]([C:24]([OH:26])=[O:25])[CH2:10][CH2:11][CH2:12][NH:13]C(OCC1C=CC=CC=1)=O)=[O:7])([CH3:4])[CH3:3].[H-].[Na+].[CH3:29]I.O. Given the product [N:8]([C:6]([O:5][C:2]([CH3:1])([CH3:3])[CH3:4])=[O:7])([CH3:29])[C@H:9]([C:24]([OH:26])=[O:25])[CH2:10][CH2:11][CH2:12][NH2:13], predict the reactants needed to synthesize it. (2) Given the product [SH:8][C:9]1[C:14](=[O:15])[N:13]2[C:16]3([CH2:24][CH2:23][CH2:22][CH2:21][CH2:20]3)[NH:17][C:18](=[O:19])[C:12]2=[C:11]([CH3:25])[CH:10]=1, predict the reactants needed to synthesize it. The reactants are: COC1C=CC(C[S:8][C:9]2[C:14](=[O:15])[N:13]3[C:16]4([CH2:24][CH2:23][CH2:22][CH2:21][CH2:20]4)[NH:17][C:18](=[O:19])[C:12]3=[C:11]([CH3:25])[CH:10]=2)=CC=1.CS(O)(=O)=O. (3) The reactants are: C1CO[C@:5]2([C@:22]3([CH3:23])[C@H:8]([C@H:9]4[C@H:19]([CH2:20][CH2:21]3)[C@:17]3([CH3:18])[C@H:12]([CH2:13][C@@H:14]([O:24][C:25](=[O:32])[C:26]5[CH:31]=[CH:30][CH:29]=[CH:28][CH:27]=5)[CH2:15][CH2:16]3)[CH2:11][C@H:10]4[OH:33])[CH2:7][CH2:6]2)[CH:3]([CH3:4])[O:2]1.O.C1(C)C=CC(S(O)(=O)=O)=CC=1.O. Given the product [OH:33][C@@H:10]1[CH2:11][C@@H:12]2[C@:17]([CH3:18])([CH2:16][CH2:15][C@H:14]([O:24][C:25](=[O:32])[C:26]3[CH:31]=[CH:30][CH:29]=[CH:28][CH:27]=3)[CH2:13]2)[C@@H:19]2[C@@H:9]1[C@H:8]1[C@:22]([CH3:23])([CH2:21][CH2:20]2)[C@@H:5]([C:3](=[O:2])[CH3:4])[CH2:6][CH2:7]1, predict the reactants needed to synthesize it. (4) Given the product [CH3:4][C:2]([O:5][C:6]([N:8]1[CH2:13][CH2:12][N:11]([S:14]([NH:17][C:59]2[CH:64]=[C:63]([O:65][CH2:66][C:67]([F:68])([F:70])[F:69])[N:62]=[C:61]([S:71][CH2:72][C:73]3[CH:78]=[CH:77][CH:76]=[C:75]([F:79])[C:74]=3[F:80])[N:60]=2)(=[O:16])=[O:15])[CH2:10][CH2:9]1)=[O:7])([CH3:1])[CH3:3], predict the reactants needed to synthesize it. The reactants are: [CH3:1][C:2]([O:5][C:6]([N:8]1[CH2:13][CH2:12][N:11]([S:14]([NH2:17])(=[O:16])=[O:15])[CH2:10][CH2:9]1)=[O:7])([CH3:4])[CH3:3].C1(P(C2CCCCC2)C2C=CC=CC=2C2C(C(C)C)=CC(C(C)C)=CC=2C(C)C)CCCCC1.C(=O)([O-])[O-].[Cs+].[Cs+].Cl[C:59]1[CH:64]=[C:63]([O:65][CH2:66][C:67]([F:70])([F:69])[F:68])[N:62]=[C:61]([S:71][CH2:72][C:73]2[CH:78]=[CH:77][CH:76]=[C:75]([F:79])[C:74]=2[F:80])[N:60]=1. (5) Given the product [C:1]([C:5]1[N:13]=[C:12]2[C:8]([N:9]=[CH:10][N:11]2[CH2:16][C:17]2[N:21]([CH:22]3[CH2:24][CH2:23]3)[N:20]=[N:19][N:18]=2)=[C:7]([Cl:14])[N:6]=1)([CH3:4])([CH3:2])[CH3:3], predict the reactants needed to synthesize it. The reactants are: [C:1]([C:5]1[N:13]=[C:12]2[C:8]([N:9]=[CH:10][NH:11]2)=[C:7]([Cl:14])[N:6]=1)([CH3:4])([CH3:3])[CH3:2].Cl[CH2:16][C:17]1[N:21]([CH:22]2[CH2:24][CH2:23]2)[N:20]=[N:19][N:18]=1.